From a dataset of Full USPTO retrosynthesis dataset with 1.9M reactions from patents (1976-2016). Predict the reactants needed to synthesize the given product. (1) Given the product [CH3:27][C:28]([Si:31]([CH3:33])([CH3:32])[O:1][C@H:2]1[C@@H:7]([NH:8][C:9](=[O:14])[O:10][CH2:11][CH2:12][Cl:13])[CH2:6][CH2:5][N:4]([CH2:15][C:16]2[CH:17]=[CH:18][CH:19]=[CH:20][CH:21]=2)[CH2:3]1)([CH3:30])[CH3:29], predict the reactants needed to synthesize it. The reactants are: [OH:1][C@H:2]1[C@@H:7]([NH:8][C:9](=[O:14])[O:10][CH2:11][CH2:12][Cl:13])[CH2:6][CH2:5][N:4]([CH2:15][C:16]2[CH:21]=[CH:20][CH:19]=[CH:18][CH:17]=2)[CH2:3]1.N1C=CN=C1.[CH3:27][C:28]([Si:31](Cl)([CH3:33])[CH3:32])([CH3:30])[CH3:29]. (2) Given the product [C:39]1([C:2]2[CH:3]=[CH:4][C:5]3[C:15]4([C:16]5[CH:17]=[CH:18][CH:19]=[CH:20][C:21]=5[O:22][C:23]5[C:28]4=[CH:27][CH:26]=[CH:25][CH:24]=5)[C:14]4[C:9](=[CH:10][C:11]([C:56]5[CH:61]=[CH:60][CH:59]=[CH:58][CH:57]=5)=[CH:12][CH:13]=4)[N:8]([C:30]4[C:31]([CH3:38])=[CH:32][C:33]([CH3:37])=[CH:34][C:35]=4[CH3:36])[C:6]=3[CH:7]=2)[CH:44]=[CH:43][CH:42]=[CH:41][CH:40]=1, predict the reactants needed to synthesize it. The reactants are: Br[C:2]1[CH:3]=[CH:4][C:5]2[C:15]3([C:28]4[CH:27]=[CH:26][CH:25]=[CH:24][C:23]=4[O:22][C:21]4[C:16]3=[CH:17][CH:18]=[CH:19][CH:20]=4)[C:14]3[C:9](=[CH:10][C:11](Br)=[CH:12][CH:13]=3)[N:8]([C:30]3[C:35]([CH3:36])=[CH:34][C:33]([CH3:37])=[CH:32][C:31]=3[CH3:38])[C:6]=2[CH:7]=1.[C:39]1(B(O)O)[CH:44]=[CH:43][CH:42]=[CH:41][CH:40]=1.P([O-])([O-])([O-])=O.[K+].[K+].[K+].[C:56]1(C)[CH:61]=[CH:60][CH:59]=[CH:58][C:57]=1P([C:56]1[CH:61]=[CH:60][CH:59]=[CH:58][C:57]=1C)[C:56]1[CH:61]=[CH:60][CH:59]=[CH:58][C:57]=1C. (3) Given the product [CH3:17][O:18][C:19]([C:21]1[CH:22]=[C:23]2[C:27](=[CH:28][CH:29]=1)[N:26]([CH2:11][C:9]1[CH:10]=[C:2]([Br:1])[CH:3]=[C:4]3[C:8]=1[N:7]([CH2:13][CH:14]([CH3:16])[CH3:15])[N:6]=[CH:5]3)[N:25]=[C:24]2[CH3:30])=[O:20], predict the reactants needed to synthesize it. The reactants are: [Br:1][C:2]1[CH:3]=[C:4]2[C:8](=[C:9]([CH2:11]O)[CH:10]=1)[N:7]([CH2:13][CH:14]([CH3:16])[CH3:15])[N:6]=[CH:5]2.[CH3:17][O:18][C:19]([C:21]1[CH:22]=[C:23]2[C:27](=[CH:28][CH:29]=1)[NH:26][N:25]=[C:24]2[CH3:30])=[O:20]. (4) Given the product [Br:1][C:2]1[CH:6]=[N:5][N:4]([CH3:7])[C:3]=1[C:8]1[CH:9]=[C:10]([NH:16][C:26]([NH:25][C:22]2[CH:21]=[CH:20][C:19]([C:18]([F:17])([F:28])[F:29])=[CH:24][CH:23]=2)=[O:27])[CH:11]=[CH:12][C:13]=1[O:14][CH3:15], predict the reactants needed to synthesize it. The reactants are: [Br:1][C:2]1[CH:6]=[N:5][N:4]([CH3:7])[C:3]=1[C:8]1[CH:9]=[C:10]([NH2:16])[CH:11]=[CH:12][C:13]=1[O:14][CH3:15].[F:17][C:18]([F:29])([F:28])[C:19]1[CH:24]=[CH:23][C:22]([N:25]=[C:26]=[O:27])=[CH:21][CH:20]=1.